Dataset: Reaction yield outcomes from USPTO patents with 853,638 reactions. Task: Predict the reaction yield, written as a fraction of the theoretical maximum amount of product (1.0 means a 100% yield; for example, 0.34 means a 34% yield). No catalyst specified. The product is [Br:1][C:2]1[C:3]([Cl:9])=[CH:4][C:5]([OH:11])=[N:6][CH:7]=1. The yield is 0.950. The reactants are [Br:1][C:2]1[C:3]([Cl:9])=[CH:4][C:5](N)=[N:6][CH:7]=1.S(=O)(=O)(O)[OH:11].N([O-])=O.[Na+].O.